From a dataset of Full USPTO retrosynthesis dataset with 1.9M reactions from patents (1976-2016). Predict the reactants needed to synthesize the given product. (1) Given the product [Cl:1][C:2]1[N:7]=[C:6]2[C:5]([N:11]=[C:18]([C:15]3[CH:16]=[CH:17][N:12]=[CH:13][CH:14]=3)[N:8]2[CH2:9][CH3:10])=[CH:4][N:3]=1, predict the reactants needed to synthesize it. The reactants are: [Cl:1][C:2]1[N:7]=[C:6]([NH:8][CH2:9][CH3:10])[C:5]([NH2:11])=[CH:4][N:3]=1.[N:12]1[CH:17]=[CH:16][C:15]([CH:18]=O)=[CH:14][CH:13]=1. (2) Given the product [Br:15][C:16]1[C:17]([CH3:28])=[C:18]([N:22]2[CH2:27][CH2:26][N:25]([C:10](=[O:12])[CH2:9][S:8][CH2:7][C:6]3[C:2]([CH3:1])=[N:3][O:4][C:5]=3[CH3:13])[CH2:24][CH2:23]2)[CH:19]=[CH:20][CH:21]=1, predict the reactants needed to synthesize it. The reactants are: [CH3:1][C:2]1[C:6]([CH2:7][S:8][CH2:9][C:10]([OH:12])=O)=[C:5]([CH3:13])[O:4][N:3]=1.Cl.[Br:15][C:16]1[C:17]([CH3:28])=[C:18]([N:22]2[CH2:27][CH2:26][NH:25][CH2:24][CH2:23]2)[CH:19]=[CH:20][CH:21]=1.C(N(CC)CC)C.C(P1(=O)OP(CCC)(=O)OP(CCC)(=O)O1)CC. (3) Given the product [CH3:10][O:11][CH:12]([O:15][CH3:16])[CH2:13][NH:9][CH:2]([C:3]1[CH:8]=[CH:7][CH:6]=[CH:5][CH:4]=1)[CH3:1], predict the reactants needed to synthesize it. The reactants are: [CH3:1][CH:2]([NH2:9])[C:3]1[CH:8]=[CH:7][CH:6]=[CH:5][CH:4]=1.[CH3:10][O:11][CH:12]([O:15][CH3:16])[CH2:13]Br.C(=O)([O-])[O-].[K+].[K+].C(OCC)(=O)C. (4) Given the product [F:1][C:2]1[CH:3]=[CH:4][C:5]([NH:8][C:9](=[O:15])[O:10][C:11]([CH3:12])([CH3:14])[CH3:13])=[C:6]([C:24](=[O:25])[C:23]2[CH:32]=[CH:33][CH:34]=[C:35]([O:36][CH3:37])[C:22]=2[CH3:21])[CH:7]=1, predict the reactants needed to synthesize it. The reactants are: [F:1][C:2]1[CH:7]=[CH:6][C:5]([NH:8][C:9](=[O:15])[O:10][C:11]([CH3:14])([CH3:13])[CH3:12])=[CH:4][CH:3]=1.C([Li])(CC)C.[CH3:21][C:22]1[C:35]([O:36][CH3:37])=[CH:34][CH:33]=[CH:32][C:23]=1[C:24](N1CCOCC1)=[O:25].[Cl-].[NH4+]. (5) Given the product [Cl:38][C:39]1[CH:40]=[C:41]([CH:44]=[CH:45][C:46]=1[F:47])[CH2:42][NH:43][C:8](=[O:19])[NH:9][C:10]1[S:14][N:13]=[C:12]([S:15][CH2:20][C:21]2[CH:28]=[CH:27][C:24]([CH3:25])=[CH:23][CH:22]=2)[C:11]=1[C:16]([NH2:17])=[O:18], predict the reactants needed to synthesize it. The reactants are: C1(O[C:8](=[O:19])[NH:9][C:10]2[S:14][N:13]=[C:12]([SH:15])[C:11]=2[C:16](=[O:18])[NH2:17])C=CC=CC=1.[CH3:20][C:21]1[CH:28]=[CH:27][C:24]([CH2:25]Cl)=[CH:23][CH:22]=1.C(N(CC)C(C)C)(C)C.[Cl:38][C:39]1[CH:40]=[C:41]([CH:44]=[CH:45][C:46]=1[F:47])[CH2:42][NH2:43].